This data is from Reaction yield outcomes from USPTO patents with 853,638 reactions. The task is: Predict the reaction yield, written as a fraction of the theoretical maximum amount of product (1.0 means a 100% yield; for example, 0.34 means a 34% yield). (1) The reactants are [CH:1]([N:4]1[CH2:10][CH2:9][CH2:8][N:7]([C:11]2[CH:21]=[CH:20][C:14]([C:15]([O:17]CC)=O)=[CH:13][CH:12]=2)[CH2:6][CH2:5]1)([CH3:3])[CH3:2].[CH3:22][O:23][C:24]1[CH:25]=[C:26]([CH2:32][CH2:33][C:34]2[CH:35]=[C:36]([NH2:39])[NH:37][N:38]=2)[CH:27]=[C:28]([O:30][CH3:31])[CH:29]=1.C[Al](C)C.C(Cl)Cl.CCOCC. The catalyst is C1(C)C=CC=CC=1. The product is [CH3:31][O:30][C:28]1[CH:27]=[C:26]([CH2:32][CH2:33][C:34]2[CH:35]=[C:36]([NH:39][C:15](=[O:17])[C:14]3[CH:13]=[CH:12][C:11]([N:7]4[CH2:8][CH2:9][CH2:10][N:4]([CH:1]([CH3:2])[CH3:3])[CH2:5][CH2:6]4)=[CH:21][CH:20]=3)[NH:37][N:38]=2)[CH:25]=[C:24]([O:23][CH3:22])[CH:29]=1. The yield is 0.429. (2) The yield is 0.650. The catalyst is C(O)(=O)C. The product is [NH2:1][C:4]1[CH:16]=[C:15]2[C:7](=[CH:8][C:9]3[C:14]2=[CH:13][CH:12]=[CH:11][CH:10]=3)[C:6](=[O:17])[C:5]=1[OH:18]. The reactants are [N+:1]([C:4]1[CH:16]=[C:15]2[C:7](=[CH:8][C:9]3[C:14]2=[CH:13][CH:12]=[CH:11][CH:10]=3)[C:6](=[O:17])[C:5]=1[OH:18])([O-])=O.Cl[Sn]Cl.Cl.[OH-].[NH4+]. (3) The reactants are [Br:1][C:2]1[CH:8]=[C:7]([N+:9]([O-:11])=[O:10])[CH:6]=[C:5]([Br:12])[C:3]=1N.OS(O)(=O)=O.N([O-])=O.[Na+]. The catalyst is C(O)C. The product is [Br:1][C:2]1[CH:8]=[C:7]([N+:9]([O-:11])=[O:10])[CH:6]=[C:5]([Br:12])[CH:3]=1. The yield is 0.900.